From a dataset of Catalyst prediction with 721,799 reactions and 888 catalyst types from USPTO. Predict which catalyst facilitates the given reaction. Reactant: [O:1]=[C:2]([C:15]1[O:16][C:17]([C:20]2[CH:25]=[CH:24][CH:23]=[CH:22][CH:21]=2)=[CH:18][CH:19]=1)[CH2:3][C:4]1[CH:5]=[C:6]([CH:10]=[CH:11][C:12]([OH:14])=[O:13])[CH:7]=[CH:8][CH:9]=1.[BH4-].[Na+].Cl. Product: [OH:1][CH:2]([C:15]1[O:16][C:17]([C:20]2[CH:21]=[CH:22][CH:23]=[CH:24][CH:25]=2)=[CH:18][CH:19]=1)[CH2:3][C:4]1[CH:5]=[C:6]([CH:10]=[CH:11][C:12]([OH:14])=[O:13])[CH:7]=[CH:8][CH:9]=1. The catalyst class is: 5.